Dataset: Forward reaction prediction with 1.9M reactions from USPTO patents (1976-2016). Task: Predict the product of the given reaction. (1) Given the reactants [CH:1]([O:4][CH:5]([CH2:11][C:12]1[CH:17]=[CH:16][C:15]([N+:18]([O-])=O)=[CH:14][CH:13]=1)[C:6]([O:8][CH2:9][CH3:10])=[O:7])([CH3:3])[CH3:2], predict the reaction product. The product is: [CH:1]([O:4][CH:5]([CH2:11][C:12]1[CH:13]=[CH:14][C:15]([NH2:18])=[CH:16][CH:17]=1)[C:6]([O:8][CH2:9][CH3:10])=[O:7])([CH3:2])[CH3:3]. (2) Given the reactants C(OC([N:8]1[CH2:16][C:15]2[C:10](=[CH:11][C:12]([C:23]([F:26])([F:25])[F:24])=[C:13]([CH:17]3[CH2:22][CH2:21][O:20][CH2:19][CH2:18]3)[CH:14]=2)[CH2:9]1)=O)(C)(C)C.[ClH:27], predict the reaction product. The product is: [ClH:27].[O:20]1[CH2:21][CH2:22][CH:17]([C:13]2[CH:14]=[C:15]3[C:10](=[CH:11][C:12]=2[C:23]([F:26])([F:24])[F:25])[CH2:9][NH:8][CH2:16]3)[CH2:18][CH2:19]1. (3) Given the reactants [OH-].[Na+].[CH3:3][O:4][C:5]1[CH:10]=[CH:9][C:8]([C:11]2[C:19]3[C:18]([O:20][CH:21]([CH3:26])[CH2:22][CH:23]([OH:25])[CH3:24])=[N:17][CH:16]=[N:15][C:14]=3[O:13][C:12]=2[C:27]2[CH:32]=[CH:31][CH:30]=[CH:29][CH:28]=2)=[CH:7][CH:6]=1.Br[CH2:34][C:35]([O:37]C(C)(C)C)=[O:36].Cl, predict the reaction product. The product is: [CH3:3][O:4][C:5]1[CH:6]=[CH:7][C:8]([C:11]2[C:19]3[C:18]([O:20][CH:21]([CH3:26])[CH2:22][CH:23]([CH3:24])[O:25][CH2:34][C:35]([OH:37])=[O:36])=[N:17][CH:16]=[N:15][C:14]=3[O:13][C:12]=2[C:27]2[CH:32]=[CH:31][CH:30]=[CH:29][CH:28]=2)=[CH:9][CH:10]=1. (4) Given the reactants [CH3:1][O:2][C:3]1[CH:4]=[C:5]([C:13]2[CH:18]=[C:17]([CH2:19][N:20]3[CH2:25][CH2:24][NH:23][CH2:22][CH2:21]3)[CH:16]=[CH:15][N:14]=2)[CH:6]=[C:7]([O:11][CH3:12])[C:8]=1[O:9][CH3:10].[C:26](Cl)(=[O:33])[C:27]1[CH:32]=[CH:31][CH:30]=[CH:29][CH:28]=1, predict the reaction product. The product is: [C:26]([N:23]1[CH2:24][CH2:25][N:20]([CH2:19][C:17]2[CH:16]=[CH:15][N:14]=[C:13]([C:5]3[CH:6]=[C:7]([O:11][CH3:12])[C:8]([O:9][CH3:10])=[C:3]([O:2][CH3:1])[CH:4]=3)[CH:18]=2)[CH2:21][CH2:22]1)(=[O:33])[C:27]1[CH:32]=[CH:31][CH:30]=[CH:29][CH:28]=1. (5) Given the reactants [N+:1]([C:4]1[CH:9]=[CH:8][C:7]([CH:10]([CH2:15][C:16]([OH:18])=O)[CH2:11][C:12](O)=[O:13])=[CH:6][CH:5]=1)([O-:3])=[O:2].ClC(OC)=O.C([N:26](CC)CC)C.N.CC([O-])=O.[Na+].C(OC(=O)C)(=O)C, predict the reaction product. The product is: [N+:1]([C:4]1[CH:9]=[CH:8][C:7]([CH:10]2[CH2:15][C:16](=[O:18])[NH:26][C:12](=[O:13])[CH2:11]2)=[CH:6][CH:5]=1)([O-:3])=[O:2].